Dataset: Experimentally validated miRNA-target interactions with 360,000+ pairs, plus equal number of negative samples. Task: Binary Classification. Given a miRNA mature sequence and a target amino acid sequence, predict their likelihood of interaction. (1) The miRNA is hsa-miR-130b-5p with sequence ACUCUUUCCCUGUUGCACUAC. The protein sequence of the target gene is MRKMLAAVSRVLSGASQKPASRVLVASRNFANDATFEIKKCDLHRLEEGPPVTTVLTREDGLKYYRMMQTVRRMELKADQLYKQKIIRGFCHLCDGQEACCVGLEAGINPTDHLITAYRAHGFTFTRGLSVREILAELTGRKGGCAKGKGGSMHMYAKNFYGGNGIVGAQVPLGAGIALACKYNGKDEVCLTLYGDGAANQGQIFEAYNMAALWKLPCIFICENNRYGMGTSVERAAASTDYYKRGDFIPGLRVDGMDILCVREATRFAAAYCRSGKGPILMELQTYRYHGHSMSDPGVS.... Result: 1 (interaction). (2) The miRNA is hsa-miR-128-3p with sequence UCACAGUGAACCGGUCUCUUU. The protein sequence of the target gene is MEQGYGGYGAWSAGPANTQGTYGSGMTSWQGYENYNYYNAQNTSVPAGTPYSYGPASWEATKTNDGGLAAGSPAMHVASFAPEPCTDNSDSLIAKINQRLDMLSKEGGRGGISSGGEGVQDRDSSFRFQPYESYDARPCIPEHNPYRPGYGYDYDFDLGTDRNGSFGGTFNDCRDPAPERGSLDGFLRGRGQGRFQDRSNSSTFIRSDPFMPPSASEPLSTTWNELNYMGGRGLGGPSTSRPPPSLFSQSMAPDYSMMGMQGVGGFGGTMPYGCGRSQTRIRDWPRRRGFERFGPDNMGR.... Result: 0 (no interaction). (3) The miRNA is mmu-miR-669h-3p with sequence UAUGCAUAUACACACAUGCACA. The protein sequence of the target gene is MASAELQGKYQKLAQEYSKLRAQNQVLKKGVVDEQANSAALKEQLKMKDQSLRKLQQEMDSLTFRNLQLAKRVELLQDELALSEPRGKKNKKSGESSSQLSQEQKSVFDEDLQKKIEENERLHIQFFEADEQHKHVEAELRSRLATLETEAAQHQAVVDGLTRKYMETIEKLQNDKAKLEVKSQTLEKEAKECRLRTEECQLQLKTLHEDLSGRLEESLSIINEKVPFNDTKYSQYNALNVPLHNRRHQLKMRDIAGQALAFVQDLVTALLNFHTYTEQRIQIFPVDSAIDTISPLNQKF.... Result: 0 (no interaction). (4) The miRNA is hsa-miR-335-5p with sequence UCAAGAGCAAUAACGAAAAAUGU. The protein sequence of the target gene is MLESYVTPILMSYVNRYIKNLKPSDLQLSLWGGDVVLSKLELKLDVLEQELKLPFTFLSGHIHELRIHVPWTKLGSEPVVITINTMECILKLKDGIQDDHESCGSNSTNRSTAESTKSSIKPRRMQQAAPTDPDLPPGYVQSLIRRVVNNVNIVINNLILKYVEDDIVLSVNITSAECYTVGELWDRAFMDISATDLVLRKVINFSDCTVCLDKRNASGKIEFYQDPLLYKCSFRTRLHFTYENLNSKMPSVIKIHTLVESLKLSITDQQLPMFIRIMQLGIALYYGEIGNFKEGEIEDL.... Result: 1 (interaction). (5) The miRNA is hsa-miR-6132 with sequence AGCAGGGCUGGGGAUUGCA. The protein sequence of the target gene is MKLQAVMETLLQRQQRARQELEARQQLPPDPPAAPPGRARAAPDEDREPESARMQRAQMAALAAMRAAAAGLGHPASPGGSEDGPPGSEEEDAAREGTPGSPGRGREGPGEEHFEDMASDEDMKPKWEEEEMEEDLGEDEEEEEEDYEDEEEEEDEEGLGPPGPASLGTTALFPRKAQPPQAFRGDGVPRVLGGQERPGPGPAHPGGAAHVAPQLQPPDHGDWTYEEQFKQLYELDGDPKRKEFLDDLFSFMQKRGTPVNRIPIMAKQVLDLFMLYVLVTEKGGLVEVINKKLWREITKG.... Result: 1 (interaction).